This data is from Full USPTO retrosynthesis dataset with 1.9M reactions from patents (1976-2016). The task is: Predict the reactants needed to synthesize the given product. Given the product [CH3:1][C:2]1[C:3]([N+:15]([O-:17])=[O:16])=[C:4]([CH:12]=[CH:13][CH:14]=1)[C:5]([NH:7][O:8][CH2:9][CH2:10][Cl:20])=[NH:6], predict the reactants needed to synthesize it. The reactants are: [CH3:1][C:2]1[C:3]([N+:15]([O-:17])=[O:16])=[C:4]([CH:12]=[CH:13][CH:14]=1)[C:5]([NH:7][O:8][CH2:9][CH2:10]O)=[NH:6].S(Cl)([Cl:20])=O.